Dataset: Full USPTO retrosynthesis dataset with 1.9M reactions from patents (1976-2016). Task: Predict the reactants needed to synthesize the given product. (1) Given the product [NH2:18][C:14]1[C:13]([C:9]2[N:10]([CH2:11][CH3:12])[C:4]3[CH:3]=[C:2]([O:26][C:27]4[CH:28]=[C:29]([C:33](=[O:43])[CH2:34][CH2:35][CH2:36][N:37]5[CH2:42][CH2:41][O:40][CH2:39][CH2:38]5)[CH:30]=[CH:31][CH:32]=4)[N:7]=[CH:6][C:5]=3[N:8]=2)=[N:17][O:16][N:15]=1, predict the reactants needed to synthesize it. The reactants are: Br[C:2]1[N:7]=[CH:6][C:5]2[N:8]=[C:9]([C:13]3[C:14]([NH2:18])=[N:15][O:16][N:17]=3)[N:10]([CH2:11][CH3:12])[C:4]=2[CH:3]=1.NC1C=CC=CC=1.[OH:26][C:27]1[CH:28]=[C:29]([C:33](=[O:43])[CH2:34][CH2:35][CH2:36][N:37]2[CH2:42][CH2:41][O:40][CH2:39][CH2:38]2)[CH:30]=[CH:31][CH:32]=1.N1C2C(=CC=C3C=2N=CC=C3)C=CC=1.C([O-])([O-])=O.[Cs+].[Cs+]. (2) Given the product [CH:1]1([N:7]2[C:11]3[CH:12]=[CH:13][C:14]([CH2:16][OH:17])=[CH:15][C:10]=3[N:9]=[C:8]2[NH:18][C:19]2[C:27]3[C:22](=[CH:23][CH:24]=[C:25]([C:28]4[CH:33]=[CH:32][CH:31]=[C:30]([CH2:34][O:35][CH3:36])[CH:29]=4)[CH:26]=3)[NH:21][N:20]=2)[CH2:2][CH2:3][CH2:4][CH2:5][CH2:6]1, predict the reactants needed to synthesize it. The reactants are: [CH:1]1([N:7]2[C:11]3[CH:12]=[CH:13][C:14]([CH2:16][OH:17])=[CH:15][C:10]=3[N:9]=[C:8]2[NH:18][C:19]2[C:27]3[C:22](=[CH:23][CH:24]=[C:25]([C:28]4[CH:33]=[CH:32][CH:31]=[C:30]([CH2:34][O:35][CH3:36])[CH:29]=4)[CH:26]=3)[N:21](COCC[Si](C)(C)C)[N:20]=2)[CH2:6][CH2:5][CH2:4][CH2:3][CH2:2]1.Cl. (3) Given the product [Br:1][C:2]1[C:3]([S:8]([CH:11]2[CH2:15][CH2:14][N:13]([CH3:16])[CH2:12]2)(=[O:9])=[O:10])=[N:4][CH:5]=[CH:6][CH:7]=1, predict the reactants needed to synthesize it. The reactants are: [Br:1][C:2]1[C:3]([S:8]([CH:11]2[CH2:15][CH2:14][NH:13][CH2:12]2)(=[O:10])=[O:9])=[N:4][CH:5]=[CH:6][CH:7]=1.[CH2:16](Cl)Cl.C=O.[BH-](OC(C)=O)(OC(C)=O)OC(C)=O.[Na+]. (4) Given the product [C:1]([O:9][C@H:3]1[C@@H:2]([CH2:7][CH3:6])[CH2:1][N:36]([C:37]([O:39][CH2:40][C:23]2[CH:24]=[CH:25][CH:26]=[CH:27][CH:28]=2)=[O:38])[CH2:4]1)(=[O:8])[C:2]1[CH:7]=[CH:6][CH:5]=[CH:4][CH:3]=1, predict the reactants needed to synthesize it. The reactants are: [C:1]([OH:9])(=[O:8])[C:2]1[CH:7]=[CH:6][CH:5]=[CH:4][CH:3]=1.[C:23]1(P([C:23]2[CH:28]=[CH:27][CH:26]=[CH:25][CH:24]=2)[C:23]2[CH:28]=[CH:27][CH:26]=[CH:25][CH:24]=2)[CH:28]=[CH:27][CH:26]=[CH:25][CH:24]=1.C[CH:40]([O:39][C:37](/[N:36]=[N:36]/[C:37]([O:39][CH:40](C)C)=[O:38])=[O:38])C.